Regression. Given a peptide amino acid sequence and an MHC pseudo amino acid sequence, predict their binding affinity value. This is MHC class II binding data. From a dataset of Peptide-MHC class II binding affinity with 134,281 pairs from IEDB. (1) The peptide sequence is RAQLHVGAKQENWNT. The binding affinity (normalized) is 0. The MHC is HLA-DQA10501-DQB10302 with pseudo-sequence HLA-DQA10501-DQB10302. (2) The peptide sequence is YTVFETALKKAITAM. The MHC is DRB1_1501 with pseudo-sequence DRB1_1501. The binding affinity (normalized) is 0.331. (3) The peptide sequence is SADFPQFKPEEITGI. The MHC is DRB5_0101 with pseudo-sequence DRB5_0101. The binding affinity (normalized) is 0.192. (4) The peptide sequence is SKYALVDASLKMADPNRFRGKDLPVLDQL. The MHC is DRB1_0301 with pseudo-sequence DRB1_0301. The binding affinity (normalized) is 0.596.